From a dataset of Forward reaction prediction with 1.9M reactions from USPTO patents (1976-2016). Predict the product of the given reaction. (1) Given the reactants [CH:1]1[CH:6]=[N+:5]([C@@H:7]2[O:11][C@H:10]([CH2:12][O:13][P:14]([O:17][P:18]([O:21][CH2:22][C@H:23]3[O:27][C@@H:26]([N:28]4[C:32]5[N:33]=[CH:34][N:35]=[C:36]([NH2:37])[C:31]=5[N:30]=[CH:29]4)[C@H:25]([OH:38])[C@@H:24]3[OH:39])([OH:20])=[O:19])([OH:16])=[O:15])[C@@H:9]([OH:40])[C@H:8]2[OH:41])[CH:4]=[C:3]([C:42]([NH2:44])=[O:43])[CH:2]=1.[Cl-:45].[C:46]1([PH+:52]([C:59]2[CH:64]=[CH:63][CH:62]=[CH:61][CH:60]=2)[C:53]2[CH:58]=[CH:57][CH:56]=[CH:55][CH:54]=2)[CH:51]=[CH:50][CH:49]=[CH:48][CH:47]=1.[CH3:65][C:66]([O:68][C@@H:69]1[C@@:81]2(C)[O:82][C@:83](C=C)(C)[CH2:84][C:85](=O)[C@:80]2(O)[C@@:72]2([CH3:92])[C@@H:73](O)[CH2:74]CC(C)(C)[C@@H]2[C@@H]1O)=[O:67].C[N+]1C=[C:97]2[C:102]([O:103]C)=[C:101](OC)[CH:100]=CC2=C2C=CC3[CH:97]=[C:102]4[O:103]CO[C:101]4=[CH:100]C=3C=12, predict the reaction product. The product is: [CH:1]1[CH:6]=[N+:5]([C@@H:7]2[O:11][C@H:10]([CH2:12][O:13][P:14]([O:17][P:18]([O:21][CH2:22][C@H:23]3[O:27][C@@H:26]([N:28]4[C:32]5[N:33]=[CH:34][N:35]=[C:36]([NH2:37])[C:31]=5[N:30]=[CH:29]4)[C@H:25]([OH:38])[C@@H:24]3[OH:39])([OH:20])=[O:19])([OH:16])=[O:15])[C@@H:9]([OH:40])[C@H:8]2[OH:41])[CH:4]=[C:3]([C:42]([NH2:44])=[O:43])[CH:2]=1.[Cl-:45].[C:59]1([PH+:52]([C:46]2[CH:47]=[CH:48][CH:49]=[CH:50][CH:51]=2)[C:53]2[CH:58]=[CH:57][CH:56]=[CH:55][CH:54]=2)[CH:60]=[CH:61][CH:62]=[CH:63][CH:64]=1.[CH3:65][C:66]([O:68][CH2:69][C:81]([C@@H:80]1[C@@:72]2([CH3:92])[CH2:73][CH2:74][C@@H:61]3[C@:60]4([CH3:1])[C:59](=[CH:97][C:102]([CH2:101][CH2:100]4)=[O:103])[CH2:64][CH2:63][C@H:62]3[C@@H:83]2[CH2:84][CH2:85]1)=[O:82])=[O:67]. (2) Given the reactants [O-]P([O-])([O-])=O.[K+].[K+].[K+].Br[C:10]1[CH:11]=[C:12]([C:16]2[N:20]([CH3:21])[N:19]=[C:18]([C:22]([N:24]3[CH2:28][CH2:27][CH:26]([N:29]([CH2:32][CH3:33])[CH2:30][CH3:31])[CH2:25]3)=[O:23])[C:17]=2[CH3:34])[CH:13]=[CH:14][CH:15]=1.[C:35]1(B(O)O)[CH:40]=[CH:39][CH:38]=[CH:37][CH:36]=1, predict the reaction product. The product is: [C:10]1([C:35]2[CH:40]=[CH:39][CH:38]=[CH:37][CH:36]=2)[CH:15]=[CH:14][CH:13]=[C:12]([C:16]2[N:20]([CH3:21])[N:19]=[C:18]([C:22]([N:24]3[CH2:28][CH2:27][CH:26]([N:29]([CH2:32][CH3:33])[CH2:30][CH3:31])[CH2:25]3)=[O:23])[C:17]=2[CH3:34])[CH:11]=1. (3) Given the reactants Cl[C:2]1[C:7]2[N:8]=[C:9]([N:18]3[CH:22]=[CH:21][N:20]=[CH:19]3)[N:10]=[C:11]([N:12]3[CH2:17][CH2:16][O:15][CH2:14][CH2:13]3)[C:6]=2[N:5]=[C:4]([C:23]([O:25][CH3:26])=[O:24])[CH:3]=1.[CH3:27][NH:28][CH3:29], predict the reaction product. The product is: [CH3:27][N:28]([CH3:29])[C:2]1[C:7]2[N:8]=[C:9]([N:18]3[CH:22]=[CH:21][N:20]=[CH:19]3)[N:10]=[C:11]([N:12]3[CH2:17][CH2:16][O:15][CH2:14][CH2:13]3)[C:6]=2[N:5]=[C:4]([C:23]([O:25][CH3:26])=[O:24])[CH:3]=1. (4) Given the reactants [F:1][C:2]1[CH:3]=[C:4]([C:9]2[CH:14]=[CH:13][C:12]([C:15]([NH:17][C@H:18]([C:25]([O:27]CC3C=CC=CC=3)=[O:26])[CH2:19][C:20]([O:22][CH2:23][CH3:24])=[O:21])=[O:16])=[C:11]([NH:35][C:36]([NH:38][C:39]3[C:44]([CH3:45])=[CH:43][C:42]([CH3:46])=[CH:41][C:40]=3[CH3:47])=[O:37])[CH:10]=2)[CH:5]=[CH:6][C:7]=1[F:8].[H][H], predict the reaction product. The product is: [F:1][C:2]1[CH:3]=[C:4]([C:9]2[CH:14]=[CH:13][C:12]([C:15]([NH:17][C@@H:18]([CH2:19][C:20]([O:22][CH2:23][CH3:24])=[O:21])[C:25]([OH:27])=[O:26])=[O:16])=[C:11]([NH:35][C:36]([NH:38][C:39]3[C:44]([CH3:45])=[CH:43][C:42]([CH3:46])=[CH:41][C:40]=3[CH3:47])=[O:37])[CH:10]=2)[CH:5]=[CH:6][C:7]=1[F:8]. (5) Given the reactants [CH3:1][CH:2]1[C:11]2[C:6](=[C:7]([N+:12]([O-])=O)[CH:8]=[CH:9][CH:10]=2)[C:4](=[O:5])[O:3]1.[OH-].[Na+].[N+](C1C=CC=C(C(O)C)C=1C(O)=O)([O-])=O.O.NN, predict the reaction product. The product is: [NH2:12][C:7]1[CH:8]=[CH:9][CH:10]=[C:11]2[C:6]=1[C:4](=[O:5])[O:3][CH:2]2[CH3:1]. (6) Given the reactants [Br:1][C:2]1[CH:3]=[C:4]([CH2:8][C:9]#[N:10])[CH:5]=[CH:6][CH:7]=1.[CH:11]1(Br)[CH2:15][CH2:14][CH2:13][CH2:12]1, predict the reaction product. The product is: [Br:1][C:2]1[CH:3]=[C:4]([CH:8]([CH:11]2[CH2:15][CH2:14][CH2:13][CH2:12]2)[C:9]#[N:10])[CH:5]=[CH:6][CH:7]=1. (7) Given the reactants [C:1]1([C:7]2[CH:11]=[CH:10][N:9](C(OC(C)(C)C)=O)[C:8]=2[C:19]([O:21][CH3:22])=[O:20])[CH:6]=[CH:5][CH:4]=[CH:3][CH:2]=1.C(O)(C(F)(F)F)=O, predict the reaction product. The product is: [C:1]1([C:7]2[CH:11]=[CH:10][NH:9][C:8]=2[C:19]([O:21][CH3:22])=[O:20])[CH:2]=[CH:3][CH:4]=[CH:5][CH:6]=1. (8) Given the reactants [F:1][C:2]1[CH:7]=[C:6]([O:8][CH3:9])[CH:5]=[CH:4][C:3]=1[C:10](=[O:12])[CH3:11].OI(C1C=CC=CC=1)[O:15][S:16]([C:19]1[CH:25]=[CH:24][C:22](C)=[CH:21][CH:20]=1)(=O)=[O:17].C1(S([O-])=O)C=CC=CC=1.[Na+].O, predict the reaction product. The product is: [F:1][C:2]1[CH:7]=[C:6]([O:8][CH3:9])[CH:5]=[CH:4][C:3]=1[C:10](=[O:12])[CH2:11][S:16]([C:19]1[CH:25]=[CH:24][CH:22]=[CH:21][CH:20]=1)(=[O:17])=[O:15].